This data is from Reaction yield outcomes from USPTO patents with 853,638 reactions. The task is: Predict the reaction yield, written as a fraction of the theoretical maximum amount of product (1.0 means a 100% yield; for example, 0.34 means a 34% yield). (1) The reactants are [Br:1][C:2]1[CH:7]=[C:6](F)[C:5]([N+:9]([O-:11])=[O:10])=[CH:4][C:3]=1[F:12].[CH3:13][O-:14].[Na+]. The catalyst is CO. The product is [Br:1][C:2]1[CH:7]=[C:6]([O:14][CH3:13])[C:5]([N+:9]([O-:11])=[O:10])=[CH:4][C:3]=1[F:12]. The yield is 0.990. (2) The reactants are Br[C:2]1[CH:7]=[CH:6][CH:5]=[C:4]([O:8][CH3:9])[N:3]=1.C([Li])CCC.CN(C)[CH:17]=[O:18].[BH4-].[Na+]. The catalyst is C(OCC)(=O)C.O.O1CCCC1.C1(C)C=CC=CC=1. The product is [CH3:9][O:8][C:4]1[N:3]=[C:2]([CH2:17][OH:18])[CH:7]=[CH:6][CH:5]=1. The yield is 0.280. (3) The reactants are [Br:1][C:2]1[CH:11]=[CH:10][C:9]2[O:8][C@H:7]3[CH2:12][CH2:13][O:14][CH2:15][C@@H:6]3[C:5](=O)[C:4]=2[CH:3]=1.[C-]#N.[K+].[C:20](=[O:23])([O-])[O-].[NH4+:24].[NH4+:25].OS([O-])=O.[Na+].C[CH2:32][OH:33]. No catalyst specified. The product is [Br:1][C:2]1[CH:11]=[CH:10][C:9]2[O:8][C@H:7]3[CH2:12][CH2:13][O:14][CH2:15][C@@H:6]3[C@@:5]3([C:32](=[O:33])[NH:25][C:20](=[O:23])[NH:24]3)[C:4]=2[CH:3]=1. The yield is 0.430. (4) The reactants are [N+:1]([C:4]1[CH:5]=[C:6]([CH:11]=[C:12]([NH:14][S:15]([C:18]([F:21])([F:20])[F:19])(=[O:17])=[O:16])[CH:13]=1)[C:7]([O:9][CH3:10])=[O:8])([O-])=O.[H][H].[CH3:24][O:25][C:26]1[N:31]=[C:30]([O:32][CH3:33])[C:29]([C:34]2[CH:43]=[C:42]3[C:37]([C:38](Cl)=[C:39]([C:44]([NH2:46])=[O:45])[CH:40]=[N:41]3)=[CH:36][CH:35]=2)=[CH:28][N:27]=1. The catalyst is C(O)(=O)C.[Pd]. The product is [NH2:46][C:44]([C:39]1[CH:40]=[N:41][C:42]2[C:37]([C:38]=1[NH:1][C:4]1[CH:5]=[C:6]([CH:11]=[C:12]([NH:14][S:15]([C:18]([F:21])([F:20])[F:19])(=[O:17])=[O:16])[CH:13]=1)[C:7]([O:9][CH3:10])=[O:8])=[CH:36][CH:35]=[C:34]([C:29]1[C:30]([O:32][CH3:33])=[N:31][C:26]([O:25][CH3:24])=[N:27][CH:28]=1)[CH:43]=2)=[O:45]. The yield is 0.244. (5) The reactants are [Br:1][C:2]1[CH:3]=[C:4]2[C:10]([I:11])=[N:9][NH:8][C:5]2=[N:6][CH:7]=1.[H-].[Na+].ClCCC(C)(C)C(O)=O.Cl[CH2:24][O:25][C:26](=[O:31])[C:27]([CH3:30])([CH3:29])[CH3:28]. The catalyst is CN(C=O)C. The product is [Br:1][C:2]1[CH:3]=[C:4]2[C:10]([I:11])=[N:9][N:8]([CH2:24][O:25][C:26](=[O:31])[C:27]([CH3:30])([CH3:29])[CH3:28])[C:5]2=[N:6][CH:7]=1. The yield is 0.920. (6) The reactants are [F:1][C:2]1[CH:10]=[C:9]2[C:5]([C:6]([C:12]3[N:13]=[C:14]4[C:20]([C:21](O)=[O:22])=[CH:19][NH:18][C:15]4=[N:16][CH:17]=3)=[N:7][N:8]2[CH3:11])=[CH:4][CH:3]=1.CN(C(ON1N=[N:39][C:34]2[CH:35]=[CH:36][CH:37]=N[C:33]1=2)=[N+](C)C)C.F[P-](F)(F)(F)(F)F.CCN(C(C)C)C(C)C.CC1(N)CCC1. The catalyst is CN(C=O)C. The product is [F:1][C:2]1[CH:10]=[C:9]2[C:5]([C:6]([C:12]3[N:13]=[C:14]4[C:20]([C:21]([NH:39][C:34]5([CH3:33])[CH2:37][CH2:36][CH2:35]5)=[O:22])=[CH:19][NH:18][C:15]4=[N:16][CH:17]=3)=[N:7][N:8]2[CH3:11])=[CH:4][CH:3]=1. The yield is 0.137. (7) The reactants are [Cl-].O[NH3+:3].[C:4](=[O:7])([O-])[OH:5].[Na+].CS(C)=O.[CH2:13]([C:17]1[N:18]=[C:19]([CH3:48])[N:20]([C:39]2[CH:44]=[CH:43][CH:42]=[C:41]([CH:45]([CH3:47])[CH3:46])[CH:40]=2)[C:21](=[O:38])[C:22]=1[CH2:23][C:24]1[CH:29]=[CH:28][C:27]([C:30]2[C:31]([C:36]#[N:37])=[CH:32][CH:33]=[CH:34][CH:35]=2)=[CH:26][CH:25]=1)[CH2:14][CH2:15][CH3:16]. The catalyst is O.C(OCC)(=O)C. The product is [CH2:13]([C:17]1[N:18]=[C:19]([CH3:48])[N:20]([C:39]2[CH:44]=[CH:43][CH:42]=[C:41]([CH:45]([CH3:47])[CH3:46])[CH:40]=2)[C:21](=[O:38])[C:22]=1[CH2:23][C:24]1[CH:29]=[CH:28][C:27]([C:30]2[CH:35]=[CH:34][CH:33]=[CH:32][C:31]=2[C:36]2[NH:3][C:4](=[O:7])[O:5][N:37]=2)=[CH:26][CH:25]=1)[CH2:14][CH2:15][CH3:16]. The yield is 0.570.